Predict the reactants needed to synthesize the given product. From a dataset of Full USPTO retrosynthesis dataset with 1.9M reactions from patents (1976-2016). (1) Given the product [CH2:1]([O:3][C:4]([C:6]1[NH:7][C:8]([CH3:21])=[C:9]([C:12]2[CH:13]=[CH:14][C:15]([C:18](=[O:20])[NH:28][C:29]3[CH:34]=[CH:33][CH:32]=[CH:31][CH:30]=3)=[CH:16][CH:17]=2)[C:10]=1[CH3:11])=[O:5])[CH3:2], predict the reactants needed to synthesize it. The reactants are: [CH2:1]([O:3][C:4]([C:6]1[NH:7][C:8]([CH3:21])=[C:9]([C:12]2[CH:17]=[CH:16][C:15]([C:18]([OH:20])=O)=[CH:14][CH:13]=2)[C:10]=1[CH3:11])=[O:5])[CH3:2].C(Cl)(=O)C(Cl)=O.[NH2:28][C:29]1[CH:34]=[CH:33][CH:32]=[CH:31][CH:30]=1.C(=O)(O)[O-].[Na+]. (2) Given the product [Br:17][C:18]1[CH:19]=[C:20]([NH:21][C:9]2[C:4]3[CH:3]=[C:2]([F:1])[N:12]=[CH:11][C:5]=3[N:6]=[CH:7][N:8]=2)[CH:22]=[CH:23][C:24]=1[F:25], predict the reactants needed to synthesize it. The reactants are: [F:1][C:2]1[N:12]=[CH:11][C:5]2[N:6]=[CH:7][NH:8][C:9](=O)[C:4]=2[CH:3]=1.S(Cl)(Cl)=O.[Br:17][C:18]1[CH:19]=[C:20]([CH:22]=[CH:23][C:24]=1[F:25])[NH2:21].C(=O)(O)[O-].[Na+]. (3) Given the product [OH:31][NH:30][C:22](=[O:23])/[CH:21]=[CH:20]/[C:15]1[CH:16]=[CH:17][CH:18]=[CH:19][C:14]=1[N:11]1[CH2:12][CH2:13][N:8]([CH2:7][C:6]2[CH:28]=[CH:29][C:3]([O:2][CH3:1])=[CH:4][CH:5]=2)[CH2:9][C:10]1=[O:27], predict the reactants needed to synthesize it. The reactants are: [CH3:1][O:2][C:3]1[CH:29]=[CH:28][C:6]([CH2:7][N:8]2[CH2:13][CH2:12][N:11]([C:14]3[CH:19]=[CH:18][CH:17]=[CH:16][C:15]=3/[CH:20]=[CH:21]/[C:22](OCC)=[O:23])[C:10](=[O:27])[CH2:9]2)=[CH:5][CH:4]=1.[NH2:30][OH:31].[OH-].[Na+]. (4) Given the product [CH3:12][O:11][C:9]([C:6]1[N:5]([C:21]([O:23][C:24]([CH3:27])([CH3:26])[CH3:25])=[O:20])[C:4]2[CH:3]=[CH:2][O:1][C:8]=2[CH:7]=1)=[O:10], predict the reactants needed to synthesize it. The reactants are: [O:1]1[C:8]2[CH:7]=[C:6]([C:9]([O:11][CH3:12])=[O:10])[NH:5][C:4]=2[CH:3]=[CH:2]1.C(N(CC)CC)C.[O:20](C(OC(C)(C)C)=O)[C:21]([O:23][C:24]([CH3:27])([CH3:26])[CH3:25])=O.CCOC(C)=O.CCCCCC. (5) Given the product [C:1]([O:5][C:6]([N:8]1[CH2:28][CH2:27][C:12]2=[C:13]([N:20]3[CH2:21][CH:22]([C:24]([N:34]4[CH2:35][CH2:36][CH2:37][C:31]([F:38])([F:30])[CH2:32][CH2:33]4)=[O:25])[CH2:23]3)[N:14]3[C:18]([N:19]=[C:11]2[CH2:10][CH2:9]1)=[CH:17][CH:16]=[N:15]3)=[O:7])([CH3:4])([CH3:3])[CH3:2], predict the reactants needed to synthesize it. The reactants are: [C:1]([O:5][C:6]([N:8]1[CH2:28][CH2:27][C:12]2=[C:13]([N:20]3[CH2:23][CH:22]([C:24](O)=[O:25])[CH2:21]3)[N:14]3[C:18]([N:19]=[C:11]2[CH2:10][CH2:9]1)=[CH:17][CH:16]=[N:15]3)=[O:7])([CH3:4])([CH3:3])[CH3:2].[Cl-].[F:30][C:31]1([F:38])[CH2:37][CH2:36][CH2:35][NH2+:34][CH2:33][CH2:32]1. (6) The reactants are: [CH3:1][C:2]1[CH:7]=[C:6]([CH3:8])[N:5]=[C:4]([NH:9][CH:10]2[CH2:14][CH2:13][NH:12][CH2:11]2)[CH:3]=1.[F:15][C:16]([F:29])([F:28])[O:17][C:18]1[CH:23]=[CH:22][C:21]([CH2:24][C:25](O)=[O:26])=[CH:20][CH:19]=1. Given the product [CH3:1][C:2]1[CH:7]=[C:6]([CH3:8])[N:5]=[C:4]([NH:9][CH:10]2[CH2:14][CH2:13][N:12]([C:25](=[O:26])[CH2:24][C:21]3[CH:22]=[CH:23][C:18]([O:17][C:16]([F:28])([F:15])[F:29])=[CH:19][CH:20]=3)[CH2:11]2)[CH:3]=1, predict the reactants needed to synthesize it. (7) Given the product [CH3:1][O:2][C:3]1[CH:4]=[C:5]([C:15]2[O:16][C:17]3[CH:23]=[CH:22][CH:21]=[CH:20][C:18]=3[N:19]=2)[CH:6]=[CH:7][C:8]=1[CH2:9][N:10]1[CH:14]=[CH:13][CH:25]=[N:11]1, predict the reactants needed to synthesize it. The reactants are: [CH3:1][O:2][C:3]1[CH:4]=[C:5]([C:15]2[O:16][C:17]3[CH:23]=[CH:22][CH:21]=[CH:20][C:18]=3[N:19]=2)[CH:6]=[CH:7][C:8]=1[CH2:9][N:10]1[CH:14]=[CH:13]N=[N:11]1.Br[CH2:25]C1C=CC(C2OC3C=CC=CC=3N=2)=CC=1OC.N1C=CC=N1. (8) Given the product [CH:27]([O:30][C:31]1[N:32]=[C:33]([C:2]2[C:10]3[C:5](=[CH:6][CH:7]=[C:8]([C:11]4[O:12][C:13]([CH3:16])=[N:14][N:15]=4)[CH:9]=3)[N:4]([S:17]([C:20]3[CH:21]=[CH:22][C:23]([CH3:24])=[CH:25][CH:26]=3)(=[O:18])=[O:19])[CH:3]=2)[CH:34]=[CH:35][CH:36]=1)([CH3:29])[CH3:28], predict the reactants needed to synthesize it. The reactants are: I[C:2]1[C:10]2[C:5](=[CH:6][CH:7]=[C:8]([C:11]3[O:12][C:13]([CH3:16])=[N:14][N:15]=3)[CH:9]=2)[N:4]([S:17]([C:20]2[CH:26]=[CH:25][C:23]([CH3:24])=[CH:22][CH:21]=2)(=[O:19])=[O:18])[CH:3]=1.[CH:27]([O:30][C:31]1[CH:36]=[CH:35][CH:34]=[C:33](B2OC(C)(C)C(C)(C)O2)[N:32]=1)([CH3:29])[CH3:28].C1(P(C2CCCCC2)C2C=CC=CC=2C2C(C(C)C)=CC(C(C)C)=CC=2C(C)C)CCCCC1.P([O-])([O-])([O-])=O.[K+].[K+].[K+]. (9) Given the product [CH:36]1[C:37]2[C:32](=[CH:31][C:30]3[C:39]([C:38]=2[O:40][P:41]2[O:18][C:4]4[C:3]([O:2][CH3:1])=[CH:8][C:7]([CH3:9])=[CH:6][C:5]=4[C:10]4[CH:15]=[C:14]([CH3:16])[CH:13]=[CH:12][C:11]=4[O:17]2)=[CH:26][CH:27]=[CH:28][CH:29]=3)[CH:33]=[CH:34][CH:35]=1, predict the reactants needed to synthesize it. The reactants are: [CH3:1][O:2][C:3]1[CH:8]=[C:7]([CH3:9])[CH:6]=[C:5]([C:10]2[C:11]([OH:17])=[CH:12][CH:13]=[C:14]([CH3:16])[CH:15]=2)[C:4]=1[OH:18].C(N(CC)CC)C.[CH:26]1[C:39]2[C:30](=[CH:31][C:32]3[C:37]([C:38]=2[O:40][P:41](Cl)Cl)=[CH:36][CH:35]=[CH:34][CH:33]=3)[CH:29]=[CH:28][CH:27]=1. (10) The reactants are: [O:1]1[CH2:6][CH2:5][CH2:4][CH2:3][CH:2]1[N:7]1[C:11]([Sn](CCCC)(CCCC)CCCC)=[C:10]([C:25]2[CH:30]=[CH:29][N:28]=[CH:27][CH:26]=2)[CH:9]=[N:8]1.Br[C:32]1[CH:37]=[CH:36][C:35]([F:38])=[CH:34][CH:33]=1.[F-].[Cs+]. Given the product [F:38][C:35]1[CH:36]=[CH:37][C:32]([C:11]2[N:7]([CH:2]3[CH2:3][CH2:4][CH2:5][CH2:6][O:1]3)[N:8]=[CH:9][C:10]=2[C:25]2[CH:26]=[CH:27][N:28]=[CH:29][CH:30]=2)=[CH:33][CH:34]=1, predict the reactants needed to synthesize it.